This data is from Full USPTO retrosynthesis dataset with 1.9M reactions from patents (1976-2016). The task is: Predict the reactants needed to synthesize the given product. (1) Given the product [ClH:28].[Br:1][C:2]1[CH:3]=[C:4]([NH:8][C:9]2[C:14]3[N:15]=[CH:16][N:17]([CH3:18])[C:13]=3[C:12]([C:19]([NH:27][CH2:23][CH:24]([CH3:26])[CH3:25])=[O:21])=[CH:11][N:10]=2)[CH:5]=[CH:6][CH:7]=1, predict the reactants needed to synthesize it. The reactants are: [Br:1][C:2]1[CH:3]=[C:4]([NH:8][C:9]2[C:14]3[N:15]=[CH:16][N:17]([CH3:18])[C:13]=3[C:12]([C:19]([O-:21])=O)=[CH:11][N:10]=2)[CH:5]=[CH:6][CH:7]=1.[Na+].[CH2:23]([NH2:27])[CH:24]([CH3:26])[CH3:25].[ClH:28].O. (2) Given the product [N:1]1([C:6]2[N:11]=[CH:10][C:9]([C:12]([OH:14])=[O:13])=[CH:8][CH:7]=2)[CH:5]=[CH:4][CH:3]=[N:2]1, predict the reactants needed to synthesize it. The reactants are: [N:1]1([C:6]2[N:11]=[CH:10][C:9]([C:12]([O:14]CC)=[O:13])=[CH:8][CH:7]=2)[CH:5]=[CH:4][CH:3]=[N:2]1.C(C1NN=C(C)C=1C(O)=O)(C)C.